Dataset: Retrosynthesis with 50K atom-mapped reactions and 10 reaction types from USPTO. Task: Predict the reactants needed to synthesize the given product. (1) Given the product CCCCCCCCCCCC(=O)N(C)CCC(=O)OC(C)C, predict the reactants needed to synthesize it. The reactants are: CC(C)O.CCCCCCCCCCCC(=O)N(C)CCC(=O)O. (2) Given the product CCOC(=O)N[C@H](CNCc1ccc(OC)cc1)c1cccc(C(F)(F)F)c1, predict the reactants needed to synthesize it. The reactants are: CCOC(=O)N[C@H](CN)c1cccc(C(F)(F)F)c1.COc1ccc(C=O)cc1.